From a dataset of TCR-epitope binding with 47,182 pairs between 192 epitopes and 23,139 TCRs. Binary Classification. Given a T-cell receptor sequence (or CDR3 region) and an epitope sequence, predict whether binding occurs between them. The epitope is FLNGSCGSV. The TCR CDR3 sequence is CASSQVAGGNTDTQYF. Result: 1 (the TCR binds to the epitope).